From a dataset of Full USPTO retrosynthesis dataset with 1.9M reactions from patents (1976-2016). Predict the reactants needed to synthesize the given product. (1) Given the product [CH:16]1([C:2]2[CH:3]=[N:4][N:5]([C:7]3[CH:12]=[CH:11][C:10]([N+:13]([O-:15])=[O:14])=[CH:9][N:8]=3)[CH:6]=2)[CH2:18][CH2:17]1, predict the reactants needed to synthesize it. The reactants are: I[C:2]1[CH:3]=[N:4][N:5]([C:7]2[CH:12]=[CH:11][C:10]([N+:13]([O-:15])=[O:14])=[CH:9][N:8]=2)[CH:6]=1.[CH:16]1(B(O)O)[CH2:18][CH2:17]1.C1(P(C2CCCCC2)C2CCCCC2)CCCCC1.P([O-])([O-])([O-])=O.[K+].[K+].[K+]. (2) Given the product [Cl:29][C:27]1[N:28]=[C:24]([NH:23][C:2]2[N:3]=[CH:4][C:5]([C:18]3[CH:19]=[N:14][CH:15]=[N:16][CH:17]=3)=[C:6]3[C:11]=2[N:10]=[C:9]([CH3:12])[CH:8]=[CH:7]3)[S:25][CH:26]=1, predict the reactants needed to synthesize it. The reactants are: Cl[C:2]1[N:3]=[CH:4][C:5](I)=[C:6]2[C:11]=1[N:10]=[C:9]([CH3:12])[CH:8]=[CH:7]2.[N:14]1[CH:19]=[C:18](B(O)O)[CH:17]=[N:16][CH:15]=1.[NH2:23][C:24]1[S:25][CH:26]=[C:27]([Cl:29])[N:28]=1. (3) The reactants are: [C:1]([C:5]1[S:6][C:7]([C:28]([O:30]C)=[O:29])=[C:8]([CH2:10][NH:11][C:12]2[CH:17]=[CH:16][CH:15]=[C:14]([B:18]3[O:22][C:21]([CH3:24])([CH3:23])[C:20]([CH3:26])([CH3:25])[O:19]3)[C:13]=2[CH3:27])[N:9]=1)([CH3:4])([CH3:3])[CH3:2].[OH-].[Li+].O. Given the product [C:1]([C:5]1[S:6][C:7]([C:28]([OH:30])=[O:29])=[C:8]([CH2:10][NH:11][C:12]2[CH:17]=[CH:16][CH:15]=[C:14]([B:18]3[O:22][C:21]([CH3:23])([CH3:24])[C:20]([CH3:26])([CH3:25])[O:19]3)[C:13]=2[CH3:27])[N:9]=1)([CH3:4])([CH3:2])[CH3:3], predict the reactants needed to synthesize it. (4) Given the product [CH:3]1([O:8][C:10]2[N:15]=[C:14]([C:16]([O:18][CH:19]3[CH2:23][CH2:22][CH2:21][CH2:20]3)=[O:17])[CH:13]=[CH:12][C:11]=2[O:24][CH3:25])[CH2:7][CH2:6][CH2:5][CH2:4]1, predict the reactants needed to synthesize it. The reactants are: [H-].[Na+].[CH:3]1([OH:8])[CH2:7][CH2:6][CH2:5][CH2:4]1.Cl[C:10]1[N:15]=[C:14]([C:16]([O:18][CH:19]2[CH2:23][CH2:22][CH2:21][CH2:20]2)=[O:17])[CH:13]=[CH:12][C:11]=1[O:24][CH3:25].[Cl-].[NH4+]. (5) Given the product [CH2:16]([N:11]1[CH2:10][CH:9]2[C:8]([C:4]3[CH:3]=[C:2]([NH:1][S:28]([CH2:27][CH2:26][O:25][CH3:24])(=[O:30])=[O:29])[CH:7]=[CH:6][CH:5]=3)([OH:23])[CH:13]([CH2:14][CH2:15]2)[CH2:12]1)[C:17]1[CH:18]=[CH:19][CH:20]=[CH:21][CH:22]=1, predict the reactants needed to synthesize it. The reactants are: [NH2:1][C:2]1[CH:3]=[C:4]([C:8]2([OH:23])[CH:13]3[CH2:14][CH2:15][CH:9]2[CH2:10][N:11]([CH2:16][C:17]2[CH:22]=[CH:21][CH:20]=[CH:19][CH:18]=2)[CH2:12]3)[CH:5]=[CH:6][CH:7]=1.[CH3:24][O:25][CH2:26][CH2:27][S:28](Cl)(=[O:30])=[O:29].O.